From a dataset of Full USPTO retrosynthesis dataset with 1.9M reactions from patents (1976-2016). Predict the reactants needed to synthesize the given product. (1) Given the product [OH:30][C:29]1[C:22]([CH3:21])=[CH:23][C:24]([C:25]2[C:15]([C:16]([O:18][CH2:19][CH3:20])=[O:17])=[C:9]3[C:10]4[C:5](=[CH:4][C:3]([O:2][CH3:1])=[C:12]([O:13][CH3:14])[CH:11]=4)[CH2:6][CH2:7][N:8]3[C:35]=2[CH3:36])=[CH:27][C:28]=1[CH3:31], predict the reactants needed to synthesize it. The reactants are: [CH3:1][O:2][C:3]1[CH:4]=[C:5]2[C:10](=[CH:11][C:12]=1[O:13][CH3:14])[C:9](=[CH:15][C:16]([O:18][CH2:19][CH3:20])=[O:17])[NH:8][CH2:7][CH2:6]2.[CH3:21][C:22]1[CH:23]=[C:24]([CH:27]=[C:28]([CH3:31])[C:29]=1[OH:30])[CH:25]=O.[N+]([CH2:35][CH3:36])([O-])=O.N1CCCCC1. (2) Given the product [Cl:17][C:18]1[CH:23]=[CH:22][C:21]([S:24][C:5]2[C:4]3[C:8](=[CH:9][CH:10]=[C:2]([I:1])[CH:3]=3)[NH:7][N:6]=2)=[CH:20][CH:19]=1, predict the reactants needed to synthesize it. The reactants are: [I:1][C:2]1[CH:3]=[C:4]2[C:8](=[CH:9][CH:10]=1)[NH:7][N:6]=[CH:5]2.[K].CC(C)([O-])C.[Cl:17][C:18]1[CH:23]=[CH:22][C:21]([S:24][S:24][C:21]2[CH:22]=[CH:23][C:18]([Cl:17])=[CH:19][CH:20]=2)=[CH:20][CH:19]=1. (3) Given the product [CH3:1][C:2]1[CH:10]=[C:9]([C:11]([F:14])([F:13])[F:12])[CH:8]=[C:7]([C:15]([F:18])([F:17])[F:16])[C:3]=1[C:4]([NH:46][CH:39]([C:40]1[CH:45]=[CH:44][CH:43]=[CH:42][CH:41]=1)[C:38]([CH3:47])([N:48]1[CH2:49][CH2:50][CH2:51][CH2:52]1)[CH3:37])=[O:5], predict the reactants needed to synthesize it. The reactants are: [CH3:1][C:2]1[CH:10]=[C:9]([C:11]([F:14])([F:13])[F:12])[CH:8]=[C:7]([C:15]([F:18])([F:17])[F:16])[C:3]=1[C:4](Cl)=[O:5].FC(F)(F)C1C=C(C(F)(F)F)C=CC=1C(OC)=O.[CH3:37][C:38]([N:48]1[CH2:52][CH2:51][CH2:50][CH2:49]1)([CH3:47])[CH:39]([NH2:46])[C:40]1[CH:45]=[CH:44][CH:43]=[CH:42][CH:41]=1.C(N(CC)CC)C. (4) Given the product [Cl:1][C:2]1[CH:3]=[CH:4][C:5]([C:8]2([CH2:14][NH2:15])[CH2:13][CH2:12][CH2:11][CH2:10][CH2:9]2)=[CH:6][CH:7]=1, predict the reactants needed to synthesize it. The reactants are: [Cl:1][C:2]1[CH:7]=[CH:6][C:5]([C:8]2([C:14]#[N:15])[CH2:13][CH2:12][CH2:11][CH2:10][CH2:9]2)=[CH:4][CH:3]=1.Cl.